This data is from Reaction yield outcomes from USPTO patents with 853,638 reactions. The task is: Predict the reaction yield, written as a fraction of the theoretical maximum amount of product (1.0 means a 100% yield; for example, 0.34 means a 34% yield). (1) The reactants are Br[C:2]1[S:6][C:5]([C:7]([S:10]([CH3:13])(=[O:12])=[O:11])([CH3:9])[CH3:8])=[N:4][CH:3]=1.[CH3:14][C:15]1[CH:16]=[C:17]([NH:30][C:31]2[N:36]=[C:35]([C:37]([F:40])([F:39])[F:38])[CH:34]=[CH:33][N:32]=2)[CH:18]=[C:19](B2OC(C)(C)C(C)(C)O2)[CH:20]=1.C(Cl)Cl.C([O-])([O-])=O.[Na+].[Na+]. The catalyst is O.C1C=CC(P(C2C=CC=CC=2)[C-]2C=CC=C2)=CC=1.C1C=CC(P(C2C=CC=CC=2)[C-]2C=CC=C2)=CC=1.Cl[Pd]Cl.[Fe+2].O1CCOCC1. The product is [CH3:14][C:15]1[C:16]([C:2]2[S:6][C:5]([C:7]([S:10]([CH3:13])(=[O:12])=[O:11])([CH3:9])[CH3:8])=[N:4][CH:3]=2)=[C:17]([NH:30][C:31]2[N:36]=[C:35]([C:37]([F:39])([F:38])[F:40])[CH:34]=[CH:33][N:32]=2)[CH:18]=[CH:19][CH:20]=1. The yield is 0.780. (2) The reactants are [Cl:1][C:2]1[N:11]=[C:10](Cl)[C:9]2[C:4](=[CH:5][CH:6]=[CH:7][CH:8]=2)[N:3]=1.[NH2:13][C:14]1[CH:15]=[CH:16][C:17]([O:20][CH3:21])=[N:18][CH:19]=1.C([O-])(=O)C.[Na+]. The catalyst is C(OCC)(=O)C. The product is [Cl:1][C:2]1[N:11]=[C:10]([NH:13][C:14]2[CH:19]=[N:18][C:17]([O:20][CH3:21])=[CH:16][CH:15]=2)[C:9]2[C:4](=[CH:5][CH:6]=[CH:7][CH:8]=2)[N:3]=1. The yield is 0.980. (3) The reactants are [S:1]1[CH:5]=[CH:4][N:3]=[C:2]1[CH:6]=[O:7].[CH2:8](O)[CH2:9][CH2:10][OH:11]. The catalyst is C1(C)C=CC=CC=1.C1(C)C=CC(S(O)(=O)=O)=CC=1. The yield is 0.730. The product is [O:7]1[CH2:8][CH2:9][CH2:10][O:11][CH:6]1[C:2]1[S:1][CH:5]=[CH:4][N:3]=1. (4) The reactants are C(OC([N:8]1[C:12]2[CH2:13][CH2:14][N:15]([C:18]([O:20][C:21]([CH3:24])([CH3:23])[CH3:22])=[O:19])[CH2:16][CH2:17][C:11]=2[N:10]=[CH:9]1)=O)(C)(C)C.[OH-].[Na+]. The catalyst is CO. The product is [C:21]([O:20][C:18]([N:15]1[CH2:16][CH2:17][C:11]2[N:10]=[CH:9][NH:8][C:12]=2[CH2:13][CH2:14]1)=[O:19])([CH3:24])([CH3:22])[CH3:23]. The yield is 0.990. (5) The product is [NH:11]1[CH2:16][CH2:15][O:14][CH:13]([CH2:17][CH2:18][C:19]([OH:21])=[O:20])[CH2:12]1. The reactants are C(OC([N:11]1[CH2:16][CH2:15][O:14][CH:13]([CH:17]=[CH:18][C:19]([OH:21])=[O:20])[CH2:12]1)=O)C1C=CC=CC=1. The catalyst is [Pd]. The yield is 0.700.